Dataset: Forward reaction prediction with 1.9M reactions from USPTO patents (1976-2016). Task: Predict the product of the given reaction. (1) The product is: [CH3:10][C:11]1[CH:16]=[C:15]([NH:17][C:18]2[CH:23]=[C:22]([C:24]([F:27])([F:25])[F:26])[CH:21]=[CH:20][N:19]=2)[N:14]=[C:13]([C:28]2[N:29]=[N:30][N:31]([CH:33]([CH3:38])[CH2:34][OH:35])[CH:32]=2)[CH:12]=1. Given the reactants CC(C[Al]CC(C)C)C.[CH3:10][C:11]1[CH:16]=[C:15]([NH:17][C:18]2[CH:23]=[C:22]([C:24]([F:27])([F:26])[F:25])[CH:21]=[CH:20][N:19]=2)[N:14]=[C:13]([C:28]2[N:29]=[N:30][N:31]([CH:33]([CH3:38])[C:34](OC)=[O:35])[CH:32]=2)[CH:12]=1, predict the reaction product. (2) The product is: [F:13][C:14]1[CH:19]=[CH:18][CH:17]=[CH:16][C:15]=1[C:20]1[N:21]=[CH:22][C:23]([C:24]2[NH:12][C:7]3[CH:6]=[C:5]([S:2]([CH3:1])(=[O:3])=[O:4])[CH:10]=[CH:9][C:8]=3[N:11]=2)=[CH:26][CH:27]=1. Given the reactants [CH3:1][S:2]([C:5]1[CH:6]=[C:7]([NH2:12])[C:8]([NH2:11])=[CH:9][CH:10]=1)(=[O:4])=[O:3].[F:13][C:14]1[CH:19]=[CH:18][CH:17]=[CH:16][C:15]=1[C:20]1[CH:27]=[CH:26][C:23]([CH:24]=O)=[CH:22][N:21]=1, predict the reaction product. (3) Given the reactants Cl[C:2]1[N:7]=[C:6]([O:8][CH3:9])[C:5]([C:10]#[N:11])=[CH:4][N:3]=1.Cl.[NH2:13][C@H:14]([C:16]1[C:17](=[O:32])[NH:18][C:19]2[C:24]([CH:25]=1)=[CH:23][C:22]([Cl:26])=[C:21]([O:27][CH2:28][CH:29]1[CH2:31][CH2:30]1)[CH:20]=2)[CH3:15].CCN(C(C)C)C(C)C.O, predict the reaction product. The product is: [Cl:26][C:22]1[CH:23]=[C:24]2[C:19](=[CH:20][C:21]=1[O:27][CH2:28][CH:29]1[CH2:30][CH2:31]1)[NH:18][C:17](=[O:32])[C:16]([C@@H:14]([NH:13][C:2]1[N:7]=[C:6]([O:8][CH3:9])[C:5]([C:10]#[N:11])=[CH:4][N:3]=1)[CH3:15])=[CH:25]2. (4) Given the reactants [O:1]1[CH2:6][CH2:5][CH:4]([C:7]([OH:9])=O)[CH2:3][CH2:2]1.[NH2:10][C:11]1[CH:19]=[CH:18][CH:17]=[C:16]2[C:12]=1[C:13]([C:24]([N:26]1[CH2:31][CH2:30][CH:29]([C:32]3[CH:33]=[C:34]([CH:43]=[CH:44][C:45]=3[F:46])[CH2:35][NH:36][C:37](=[O:42])[C:38]([F:41])([F:40])[F:39])[CH2:28][CH2:27]1)=[O:25])=[CH:14][N:15]2[CH2:20][CH2:21][O:22][CH3:23], predict the reaction product. The product is: [F:46][C:45]1[CH:44]=[CH:43][C:34]([CH2:35][NH:36][C:37](=[O:42])[C:38]([F:41])([F:40])[F:39])=[CH:33][C:32]=1[CH:29]1[CH2:28][CH2:27][N:26]([C:24]([C:13]2[C:12]3[C:16](=[CH:17][CH:18]=[CH:19][C:11]=3[NH:10][C:7]([CH:4]3[CH2:3][CH2:2][O:1][CH2:6][CH2:5]3)=[O:9])[N:15]([CH2:20][CH2:21][O:22][CH3:23])[CH:14]=2)=[O:25])[CH2:31][CH2:30]1. (5) The product is: [CH3:1][O:2][C:3](=[O:28])[N:4]=[C:5]([S:26][CH3:27])[C:6](=[N:17][C:18]1[CH:19]=[CH:20][C:21]([C:24]#[N:25])=[CH:22][CH:23]=1)[C:7]1[CH:12]=[C:11]([O:13][CH3:14])[CH:10]=[C:9]([CH2:38][O:39][CH2:40][CH2:41][OH:42])[C:8]=1[F:16]. Given the reactants [CH3:1][O:2][C:3](=[O:28])[N:4]=[C:5]([S:26][CH3:27])[C:6](=[N:17][C:18]1[CH:23]=[CH:22][C:21]([C:24]#[N:25])=[CH:20][CH:19]=1)[C:7]1[CH:12]=[C:11]([O:13][CH3:14])[CH:10]=[C:9](O)[C:8]=1[F:16].FC1C([CH2:38][O:39][CH2:40][CH2:41][O:42][Si](C(C)C)(C(C)C)C(C)C)=CC(OC)=CC=1C=O, predict the reaction product. (6) Given the reactants [CH2:1]([C:3]1[C:7]([C:8]([O:10]N2C3=NC=CC=C3N=N2)=O)=[C:6]([NH2:20])[N:5]([C:21]2[CH:26]=[CH:25][CH:24]=[CH:23][CH:22]=2)[N:4]=1)[CH3:2].Cl.[NH2:28][CH2:29][C:30]([C:32]1[CH:37]=[CH:36][CH:35]=[CH:34][CH:33]=1)=O.CCN(CC)CC, predict the reaction product. The product is: [CH2:1]([C:3]1[C:7]2[C:8](=[O:10])[NH:28][CH2:29][C:30]([C:32]3[CH:37]=[CH:36][CH:35]=[CH:34][CH:33]=3)=[N:20][C:6]=2[N:5]([C:21]2[CH:22]=[CH:23][CH:24]=[CH:25][CH:26]=2)[N:4]=1)[CH3:2].